Dataset: Experimental lipophilicity measurements (octanol/water distribution) for 4,200 compounds from AstraZeneca. Task: Regression/Classification. Given a drug SMILES string, predict its absorption, distribution, metabolism, or excretion properties. Task type varies by dataset: regression for continuous measurements (e.g., permeability, clearance, half-life) or binary classification for categorical outcomes (e.g., BBB penetration, CYP inhibition). For this dataset (lipophilicity_astrazeneca), we predict Y. (1) The compound is Nc1nc(OC2CCCC2)nc2c1ncn2[C@@H]1O[C@H](CO)[C@H](Cl)[C@H]1O. The Y is 2.16 logD. (2) The compound is C[C@@H](O)[C@H]1C(=O)N2C(C(=O)OCOC(=O)C(C)(C)C)=C(SC3CN(C4=NCCS4)C3)[C@H](C)[C@H]12. The Y is 2.10 logD. (3) The drug is CC(C)(C)NS(=O)(=O)c1cncc(-c2ccc3nc(N)nn3c2)c1. The Y is 1.41 logD.